From a dataset of Catalyst prediction with 721,799 reactions and 888 catalyst types from USPTO. Predict which catalyst facilitates the given reaction. Reactant: [N+:1]([C:4]1[CH:9]=[CH:8][N+:7]([O-])=[C:6]([C:11]([F:14])([F:13])[F:12])[CH:5]=1)([O-])=O. Product: [F:14][C:11]([F:12])([F:13])[C:6]1[CH:5]=[C:4]([NH2:1])[CH:9]=[CH:8][N:7]=1. The catalyst class is: 50.